From a dataset of Full USPTO retrosynthesis dataset with 1.9M reactions from patents (1976-2016). Predict the reactants needed to synthesize the given product. (1) The reactants are: [CH3:1][N:2]1[CH:6]=[N:5][N:4]=[C:3]1[NH2:7].[Li]CCCC.[Cl:13][C:14]1[C:22]([S:23][CH3:24])=[C:21]([Cl:25])[CH:20]=[C:19]([F:26])[C:15]=1[C:16](Cl)=[O:17]. Given the product [Cl:13][C:14]1[C:22]([S:23][CH3:24])=[C:21]([Cl:25])[CH:20]=[C:19]([F:26])[C:15]=1[C:16]([NH:7][C:3]1[N:2]([CH3:1])[CH:6]=[N:5][N:4]=1)=[O:17], predict the reactants needed to synthesize it. (2) Given the product [CH2:1]([O:8][CH:9]1[CH2:13][CH2:14][CH:15]=[CH:16][CH2:10]1)[C:2]1[CH:3]=[CH:4][CH:5]=[CH:6][CH:7]=1, predict the reactants needed to synthesize it. The reactants are: [CH2:1]([O:8][CH:9]([CH2:13][CH2:14][CH:15]=[CH2:16])[CH2:10]C=C)[C:2]1[CH:7]=[CH:6][CH:5]=[CH:4][CH:3]=1.CCCCCCCCCCCCCCCC.BrC1CCCCC1Br. (3) Given the product [NH2:1][C:2]1[N:3]=[CH:4][C:5]([C:8]2[C:9]([F:19])=[C:10]([C:11]([CH:14]3[CH2:15][CH2:16][CH2:17]3)=[CH:12][CH:13]=2)[O:18][C:21]2[N:25]([CH3:26])[N:24]=[C:23]([C:27]([F:28])([F:29])[F:30])[C:22]=2[C:31]([O:33][CH2:34][CH3:35])=[O:32])=[N:6][CH:7]=1, predict the reactants needed to synthesize it. The reactants are: [NH2:1][C:2]1[N:3]=[CH:4][C:5]([C:8]2[C:9]([F:19])=[C:10]([OH:18])[C:11]([CH:14]3[CH2:17][CH2:16][CH2:15]3)=[CH:12][CH:13]=2)=[N:6][CH:7]=1.Cl[C:21]1[N:25]([CH3:26])[N:24]=[C:23]([C:27]([F:30])([F:29])[F:28])[C:22]=1[C:31]([O:33][CH2:34][CH3:35])=[O:32]. (4) Given the product [Cl:1][C:2]1[CH:11]=[C:10]2[C:5]([CH:6]=[C:7]([C:15]3[C:20]([Cl:21])=[CH:19][CH:18]=[CH:17][C:16]=3[Cl:22])[C:8](=[O:25])[N:9]2[CH2:12][CH3:13])=[CH:4][N:3]=1, predict the reactants needed to synthesize it. The reactants are: [Cl:1][C:2]1[CH:11]=[C:10]2[C:5]([CH:6]=[C:7]([C:15]3[C:20]([Cl:21])=[CH:19][CH:18]=[CH:17][C:16]=3[Cl:22])[C:8](=N)[N:9]2[CH2:12][CH3:13])=[CH:4][N:3]=1.CC(OC(C)=O)=[O:25].